From a dataset of Peptide-MHC class II binding affinity with 134,281 pairs from IEDB. Regression. Given a peptide amino acid sequence and an MHC pseudo amino acid sequence, predict their binding affinity value. This is MHC class II binding data. The MHC is DRB1_1101 with pseudo-sequence DRB1_1101. The peptide sequence is AELMILIATNLLGQN. The binding affinity (normalized) is 0.591.